From a dataset of Catalyst prediction with 721,799 reactions and 888 catalyst types from USPTO. Predict which catalyst facilitates the given reaction. (1) Reactant: [C:1]([O:5][C:6]([N:8]1[CH2:13][CH2:12][N:11]([CH2:14][C:15]2[CH:20]=[CH:19][CH:18]=[CH:17][N:16]=2)[CH2:10][CH2:9]1)=[O:7])([CH3:4])([CH3:3])[CH3:2].N1C=CC=CC=1CN1CCNCC1.[Li]CCCC.[CH2:39]([O:41][CH:42]=[C:43]([C:49]([O:51][CH2:52][CH3:53])=[O:50])[C:44]([O:46][CH2:47][CH3:48])=[O:45])[CH3:40]. Product: [CH2:52]([O:51][C:49](=[O:50])[CH:43]([CH:42]([O:41][CH2:39][CH3:40])[CH:14]([N:11]1[CH2:12][CH2:13][N:8]([C:6]([O:5][C:1]([CH3:4])([CH3:2])[CH3:3])=[O:7])[CH2:9][CH2:10]1)[C:15]1[CH:20]=[CH:19][CH:18]=[CH:17][N:16]=1)[C:44]([O:46][CH2:47][CH3:48])=[O:45])[CH3:53]. The catalyst class is: 20. (2) Reactant: O[CH2:2][CH2:3][O:4][CH:5]1[CH2:10][CH2:9][N:8]([C:11]([O:13][C:14]([CH3:17])([CH3:16])[CH3:15])=[O:12])[CH2:7][CH2:6]1.[I:18]I.N1C=CN=C1.C1C=CC(P(C2C=CC=CC=2)C2C=CC=CC=2)=CC=1. Product: [I:18][CH2:2][CH2:3][O:4][CH:5]1[CH2:10][CH2:9][N:8]([C:11]([O:13][C:14]([CH3:17])([CH3:16])[CH3:15])=[O:12])[CH2:7][CH2:6]1. The catalyst class is: 2.